This data is from Full USPTO retrosynthesis dataset with 1.9M reactions from patents (1976-2016). The task is: Predict the reactants needed to synthesize the given product. Given the product [CH3:1][O:2][C:3]1[CH:8]=[CH:7][C:6]([O:9][CH3:10])=[CH:5][C:4]=1[C:11]1[CH:12]=[CH:13][C:14](/[C:17](/[CH3:21])=[CH:18]/[CH2:19][O:20][C:35]2[CH:34]=[CH:33][C:32]([CH2:31][C@H:25]([O:24][CH2:22][CH3:23])[C:26]([O:28][CH2:29][CH3:30])=[O:27])=[CH:37][CH:36]=2)=[CH:15][CH:16]=1, predict the reactants needed to synthesize it. The reactants are: [CH3:1][O:2][C:3]1[CH:8]=[CH:7][C:6]([O:9][CH3:10])=[CH:5][C:4]=1[C:11]1[CH:16]=[CH:15][C:14](/[C:17](/[CH3:21])=[CH:18]/[CH2:19][OH:20])=[CH:13][CH:12]=1.[CH2:22]([O:24][C@@H:25]([CH2:31][C:32]1[CH:37]=[CH:36][C:35](O)=[CH:34][CH:33]=1)[C:26]([O:28][CH2:29][CH3:30])=[O:27])[CH3:23].